Dataset: Forward reaction prediction with 1.9M reactions from USPTO patents (1976-2016). Task: Predict the product of the given reaction. (1) Given the reactants [Cl:1][C:2]1[CH:22]=[C:21]([F:23])[C:20]([N:24]2[C:29](=[O:30])[CH:28]=[C:27]([C:31]([F:34])([F:33])[F:32])[N:26]([CH3:35])[C:25]2=[O:36])=[CH:19][C:3]=1[O:4][C:5]1[CH:18]=[CH:17][CH:16]=[CH:15][C:6]=1[O:7]CC1C=CC=CC=1, predict the reaction product. The product is: [Cl:1][C:2]1[CH:22]=[C:21]([F:23])[C:20]([N:24]2[C:29](=[O:30])[CH:28]=[C:27]([C:31]([F:32])([F:33])[F:34])[N:26]([CH3:35])[C:25]2=[O:36])=[CH:19][C:3]=1[O:4][C:5]1[CH:18]=[CH:17][CH:16]=[CH:15][C:6]=1[OH:7]. (2) Given the reactants [NH2:1][C:2]1[N:10]=[C:9]([O:11][CH2:12][CH2:13][CH2:14][CH3:15])[N:8]=[C:7]2[C:3]=1[NH:4][C:5](=[O:36])[N:6]2[CH2:16][CH2:17][CH2:18][CH2:19][NH:20][S:21]([C:24]1[CH:29]=[CH:28][C:27]([CH2:30][CH2:31][C:32]([O:34]C)=[O:33])=[CH:26][CH:25]=1)(=[O:23])=[O:22].[OH-].[Li+].O1CCCC1.O, predict the reaction product. The product is: [NH2:1][C:2]1[N:10]=[C:9]([O:11][CH2:12][CH2:13][CH2:14][CH3:15])[N:8]=[C:7]2[C:3]=1[NH:4][C:5](=[O:36])[N:6]2[CH2:16][CH2:17][CH2:18][CH2:19][NH:20][S:21]([C:24]1[CH:25]=[CH:26][C:27]([CH2:30][CH2:31][C:32]([OH:34])=[O:33])=[CH:28][CH:29]=1)(=[O:22])=[O:23].